This data is from Forward reaction prediction with 1.9M reactions from USPTO patents (1976-2016). The task is: Predict the product of the given reaction. (1) Given the reactants Cl.[C:2]([O:6][C:7]([C@@H:9]1[CH2:13][CH2:12][CH2:11][N:10]1[CH2:14][C:15]([OH:17])=O)=[O:8])([CH3:5])([CH3:4])[CH3:3].[NH2:18][C@@H:19]([CH2:37][O:38][CH2:39][C:40]1[CH:45]=[CH:44][CH:43]=[CH:42][CH:41]=1)[C:20]([NH:22][C:23]1[CH:28]=[CH:27][C:26]([O:29][C:30]2[CH:35]=[CH:34][C:33]([F:36])=[CH:32][CH:31]=2)=[CH:25][CH:24]=1)=[O:21], predict the reaction product. The product is: [CH2:39]([O:38][CH2:37][C@H:19]([NH:18][C:15](=[O:17])[CH2:14][N:10]1[CH2:11][CH2:12][CH2:13][C@H:9]1[C:7]([O:6][C:2]([CH3:3])([CH3:4])[CH3:5])=[O:8])[C:20]([NH:22][C:23]1[CH:28]=[CH:27][C:26]([O:29][C:30]2[CH:35]=[CH:34][C:33]([F:36])=[CH:32][CH:31]=2)=[CH:25][CH:24]=1)=[O:21])[C:40]1[CH:45]=[CH:44][CH:43]=[CH:42][CH:41]=1. (2) The product is: [F:15][CH2:14][CH2:13][CH2:12][CH2:11][C:9]1[CH:8]=[CH:7][N:6]=[C:5]([C:3]([OH:4])=[O:2])[CH:10]=1. Given the reactants C[O:2][C:3]([C:5]1[CH:10]=[C:9]([CH2:11][CH2:12][CH2:13][CH2:14][F:15])[CH:8]=[CH:7][N:6]=1)=[O:4].O.[OH-].[Li+], predict the reaction product. (3) Given the reactants [H-].[Na+].[Cl:3][C:4]1[CH:5]=[C:6]([CH:21]=[CH:22][CH:23]=1)[CH2:7][O:8][C:9]1[CH:18]=[C:17]2[C:12]([CH:13]=[C:14]([CH2:19][OH:20])[CH:15]=[N:16]2)=[CH:11][CH:10]=1.[CH3:24]I, predict the reaction product. The product is: [Cl:3][C:4]1[CH:5]=[C:6]([CH:21]=[CH:22][CH:23]=1)[CH2:7][O:8][C:9]1[CH:18]=[C:17]2[C:12]([CH:13]=[C:14]([CH2:19][O:20][CH3:24])[CH:15]=[N:16]2)=[CH:11][CH:10]=1. (4) Given the reactants [Li+].[OH-].[NH2:3][C@@H:4]([C:6]1[C:7]([F:32])=[C:8]([C:12]2[CH:17]=[CH:16][CH:15]=[C:14]([N:18]([CH2:20][C:21]3[CH:26]=[CH:25][CH:24]=[CH:23][C:22]=3[CH2:27][C:28]([O:30]C)=[O:29])[CH3:19])[CH:13]=2)[CH:9]=[CH:10][CH:11]=1)[CH3:5], predict the reaction product. The product is: [NH2:3][C@@H:4]([C:6]1[C:7]([F:32])=[C:8]([C:12]2[CH:17]=[CH:16][CH:15]=[C:14]([N:18]([CH2:20][C:21]3[CH:26]=[CH:25][CH:24]=[CH:23][C:22]=3[CH2:27][C:28]([OH:30])=[O:29])[CH3:19])[CH:13]=2)[CH:9]=[CH:10][CH:11]=1)[CH3:5]. (5) Given the reactants Cl.[Cl:2][CH2:3][CH2:4][CH2:5][CH:6]([C:18]1[C:23]([F:24])=[CH:22][C:21]([F:25])=[CH:20][C:19]=1[F:26])[C:7]([NH:9][NH:10]C(OC(C)(C)C)=O)=[O:8], predict the reaction product. The product is: [ClH:2].[Cl:2][CH2:3][CH2:4][CH2:5][CH:6]([C:18]1[C:19]([F:26])=[CH:20][C:21]([F:25])=[CH:22][C:23]=1[F:24])[C:7]([NH:9][NH2:10])=[O:8]. (6) Given the reactants [H-].[Na+].O1CCCC1.F[C:9]1[CH:14]=[C:13]([F:15])[CH:12]=[CH:11][C:10]=1[N+:16]([O-:18])=[O:17].[F:19][C:20]1[CH:25]=[CH:24][CH:23]=[CH:22][C:21]=1[OH:26], predict the reaction product. The product is: [F:15][C:13]1[CH:12]=[CH:11][C:10]([N+:16]([O-:18])=[O:17])=[C:9]([O:26][C:21]2[CH:22]=[CH:23][CH:24]=[CH:25][C:20]=2[F:19])[CH:14]=1.